From a dataset of Full USPTO retrosynthesis dataset with 1.9M reactions from patents (1976-2016). Predict the reactants needed to synthesize the given product. (1) Given the product [C:30]([C@H:27]1[CH2:28][CH2:29][C@H:24]([O:23][C:18]2[CH:19]=[C:20]3[C:15](=[CH:16][CH:17]=2)[CH:14]=[C:13]([CH2:12][N:8]2[CH2:9][CH2:10][CH2:11][C@H:6]([C:4]([OH:5])=[O:3])[CH2:7]2)[CH:22]=[CH:21]3)[CH2:25][CH2:26]1)([CH3:33])([CH3:31])[CH3:32], predict the reactants needed to synthesize it. The reactants are: C([O:3][C:4]([C@H:6]1[CH2:11][CH2:10][CH2:9][N:8]([CH2:12][C:13]2[CH:22]=[CH:21][C:20]3[C:15](=[CH:16][CH:17]=[C:18]([O:23][CH:24]4[CH2:29][CH2:28][CH:27]([C:30]([CH3:33])([CH3:32])[CH3:31])[CH2:26][CH2:25]4)[CH:19]=3)[CH:14]=2)[CH2:7]1)=[O:5])C.C(O)C.[OH-].[Na+].O.Cl. (2) Given the product [F:14][CH:2]([F:1])[O:3][C:4]1[N:8]([CH3:9])[N:7]=[C:6]([C:10]([OH:12])=[O:11])[CH:5]=1, predict the reactants needed to synthesize it. The reactants are: [F:1][CH:2]([F:14])[O:3][C:4]1[N:8]([CH3:9])[N:7]=[C:6]([C:10]([O:12]C)=[O:11])[CH:5]=1.[Li+].[OH-].C(O)(C(F)(F)F)=O. (3) Given the product [CH3:17][N:16]([CH3:18])[CH2:15][CH2:14][O:8][C:5]1[CH:6]=[CH:7][C:2]([NH2:1])=[C:3]([N+:9]([O-:11])=[O:10])[CH:4]=1, predict the reactants needed to synthesize it. The reactants are: [NH2:1][C:2]1[CH:7]=[CH:6][C:5]([OH:8])=[CH:4][C:3]=1[N+:9]([O-:11])=[O:10].Cl.Cl[CH2:14][CH2:15][N:16]([CH3:18])[CH3:17].C([O-])([O-])=O.[Cs+].[Cs+].[Na+].[I-]. (4) Given the product [CH2:7]([O:6][CH2:5][CH2:4][CH2:3][CH2:2][O:33][C:17]1[CH:18]=[C:19]([CH3:32])[C:20]([N:21]=[N:22][C:23]2[CH:24]=[CH:25][C:26]([N+:29]([O-:31])=[O:30])=[CH:27][CH:28]=2)=[C:15]([CH3:14])[CH:16]=1)[C:8]1[CH:13]=[CH:12][CH:11]=[CH:10][CH:9]=1, predict the reactants needed to synthesize it. The reactants are: Br[CH2:2][CH2:3][CH2:4][CH2:5][O:6][CH2:7][C:8]1[CH:13]=[CH:12][CH:11]=[CH:10][CH:9]=1.[CH3:14][C:15]1[CH:16]=[C:17]([OH:33])[CH:18]=[C:19]([CH3:32])[C:20]=1[N:21]=[N:22][C:23]1[CH:28]=[CH:27][C:26]([N+:29]([O-:31])=[O:30])=[CH:25][CH:24]=1.C([O-])([O-])=O.[K+].[K+].O. (5) The reactants are: [BH4-].[Na+].[CH3:3][O:4][CH2:5][O:6][C:7]1[CH:8]=[C:9]([CH:12]=[CH:13][CH:14]=1)[CH:10]=[O:11]. Given the product [CH3:3][O:4][CH2:5][O:6][C:7]1[CH:8]=[C:9]([CH2:10][OH:11])[CH:12]=[CH:13][CH:14]=1, predict the reactants needed to synthesize it.